This data is from Peptide-MHC class I binding affinity with 185,985 pairs from IEDB/IMGT. The task is: Regression. Given a peptide amino acid sequence and an MHC pseudo amino acid sequence, predict their binding affinity value. This is MHC class I binding data. (1) The peptide sequence is FRYMNSQGL. The MHC is HLA-A01:01 with pseudo-sequence HLA-A01:01. The binding affinity (normalized) is 0.0847. (2) The peptide sequence is KTWAYHGSY. The MHC is HLA-A32:01 with pseudo-sequence HLA-A32:01. The binding affinity (normalized) is 0.850. (3) The peptide sequence is MTKILEPFR. The MHC is HLA-A03:01 with pseudo-sequence HLA-A03:01. The binding affinity (normalized) is 0.119. (4) The peptide sequence is SFYVNRGFK. The MHC is HLA-A30:01 with pseudo-sequence HLA-A30:01. The binding affinity (normalized) is 0.951.